From a dataset of Full USPTO retrosynthesis dataset with 1.9M reactions from patents (1976-2016). Predict the reactants needed to synthesize the given product. (1) Given the product [CH3:23][N:24]1[C:3](=[O:2])[CH2:4][C:5]([C:7]2[CH:16]=[CH:15][C:10]([C:11]([O:13][CH3:14])=[O:12])=[CH:9][CH:8]=2)=[N:25]1, predict the reactants needed to synthesize it. The reactants are: C[O:2][C:3](=O)[CH2:4][C:5]([C:7]1[CH:16]=[CH:15][C:10]([C:11]([O:13][CH3:14])=[O:12])=[CH:9][CH:8]=1)=O.S(O)(O)(=O)=O.[CH3:23][NH:24][NH2:25].C(N(CC)CC)C. (2) The reactants are: [CH3:1][O:2][C:3]1[C:28]([O:29][CH3:30])=[CH:27][C:6]2[N:7]([C:10]3[S:14][C:13]([C:15]([NH2:17])=O)=[C:12]([O:18][CH2:19][CH2:20][C:21]4[CH:26]=[CH:25][CH:24]=[CH:23][CH:22]=4)[CH:11]=3)[CH:8]=[N:9][C:5]=2[CH:4]=1. Given the product [CH3:1][O:2][C:3]1[C:28]([O:29][CH3:30])=[CH:27][C:6]2[N:7]([C:10]3[S:14][C:13]([C:15]#[N:17])=[C:12]([O:18][CH2:19][CH2:20][C:21]4[CH:22]=[CH:23][CH:24]=[CH:25][CH:26]=4)[CH:11]=3)[CH:8]=[N:9][C:5]=2[CH:4]=1, predict the reactants needed to synthesize it. (3) Given the product [Br:2][C:1]([Br:5])=[CH:26][CH2:27][CH:28]1[CH2:29][CH2:30][N:31]([C:34]([O:36][C:37]([CH3:38])([CH3:40])[CH3:39])=[O:35])[CH2:32][CH2:33]1, predict the reactants needed to synthesize it. The reactants are: [C:1]([Br:5])(Br)(Br)[Br:2].C1(P(C2C=CC=CC=2)C2C=CC=CC=2)C=CC=CC=1.O=[CH:26][CH2:27][CH:28]1[CH2:33][CH2:32][N:31]([C:34]([O:36][C:37]([CH3:40])([CH3:39])[CH3:38])=[O:35])[CH2:30][CH2:29]1.O. (4) The reactants are: [Cl:1][C:2]1[CH:25]=[C:24]([Cl:26])[CH:23]=[CH:22][C:3]=1[NH:4][C:5]1[C:14]2[C:9](=[CH:10][C:11]3[CH:18]=[CH:17][C:16]([OH:19])=[CH:15][C:12]=3[CH:13]=2)[N:8]=[CH:7][C:6]=1[C:20]#[N:21].C1(P(C2C=CC=CC=2)C2C=CC=CC=2)C=CC=CC=1.[CH3:46][N:47]([CH3:51])[CH2:48][CH2:49]O.N(C(OCC)=O)=NC(OCC)=O. Given the product [Cl:1][C:2]1[CH:25]=[C:24]([Cl:26])[CH:23]=[CH:22][C:3]=1[NH:4][C:5]1[C:14]2[C:9](=[CH:10][C:11]3[CH:18]=[CH:17][C:16]([O:19][CH2:49][CH2:48][N:47]([CH3:51])[CH3:46])=[CH:15][C:12]=3[CH:13]=2)[N:8]=[CH:7][C:6]=1[C:20]#[N:21], predict the reactants needed to synthesize it. (5) The reactants are: [Si:1](Cl)([C:4]([CH3:7])([CH3:6])[CH3:5])([CH3:3])[CH3:2].[Br:9][C:10]1[CH:18]=[CH:17][CH:16]=[C:15]2[C:11]=1[CH2:12][CH2:13][CH:14]2[OH:19].N1C=CN=C1. Given the product [Br:9][C:10]1[CH:18]=[CH:17][CH:16]=[C:15]2[C:11]=1[CH2:12][CH2:13][CH:14]2[O:19][Si:1]([C:4]([CH3:7])([CH3:6])[CH3:5])([CH3:3])[CH3:2], predict the reactants needed to synthesize it. (6) The reactants are: [CH3:1][O:2][C:3]1[CH:4]=[CH:5][C:6]2[CH:7]3[CH2:15][CH:10]([C:11](=O)[C:12]=2[CH:13]=1)[CH:9]=[CH:8]3.[OH-].[K+].O.NN. Given the product [CH3:1][O:2][C:3]1[CH:4]=[CH:5][C:6]2[CH:7]3[CH2:15][CH:10]([CH2:11][C:12]=2[CH:13]=1)[CH:9]=[CH:8]3, predict the reactants needed to synthesize it. (7) Given the product [C:21]1([C:14](=[C:11]2[CH2:12][CH2:13][N:8]([C:6](=[O:7])[C:52]([C:39]3[C:38]4[C:42](=[C:43]([N:46]5[CH:50]=[C:49]([CH3:51])[N:48]=[N:47]5)[N:44]=[CH:45][C:37]=4[O:36][CH3:35])[NH:41][CH:40]=3)=[O:56])[CH2:9][CH2:10]2)[C:15]2[O:16][C:17]([CH3:20])=[N:18][N:19]=2)[CH:26]=[CH:25][CH:24]=[CH:23][CH:22]=1, predict the reactants needed to synthesize it. The reactants are: C(O[C:6]([N:8]1[CH2:13][CH2:12][C:11](=[C:14]([C:21]2[CH:26]=[CH:25][CH:24]=[CH:23][CH:22]=2)[C:15]2[O:16][C:17]([CH3:20])=[N:18][N:19]=2)[CH2:10][CH2:9]1)=[O:7])(C)(C)C.C(O)(C(F)(F)F)=O.Cl.[CH3:35][O:36][C:37]1[CH:45]=[N:44][C:43]([N:46]2[CH:50]=[C:49]([CH3:51])[N:48]=[N:47]2)=[C:42]2[C:38]=1[C:39]([C:52](=[O:56])C(O)=O)=[CH:40][NH:41]2.C(N(CC)CC)(C)C.C1N(P(Cl)(N2C(=O)OCC2)=O)C(=O)OC1. (8) The reactants are: [NH2:1][CH:2]1[CH2:6][N:5]([C:7]2[CH:8]=[CH:9][C:10]3[O:15][CH2:14][C:13](=[O:16])[NH:12][C:11]=3[CH:17]=2)[C:4](=[O:18])[CH2:3]1.[CH3:19][O:20][C:21]1[CH:30]=[C:29]2[C:24]([N:25]=[CH:26][C:27](=[O:36])[N:28]2[CH2:31][CH2:32][CH2:33][CH:34]=O)=[CH:23][CH:22]=1.C(O[BH-](OC(=O)C)OC(=O)C)(=O)C.[Na+]. Given the product [CH3:19][O:20][C:21]1[CH:30]=[C:29]2[C:24]([N:25]=[CH:26][C:27](=[O:36])[N:28]2[CH2:31][CH2:32][CH2:33][CH2:34][NH:1][CH:2]2[CH2:6][N:5]([C:7]3[CH:8]=[CH:9][C:10]4[O:15][CH2:14][C:13](=[O:16])[NH:12][C:11]=4[CH:17]=3)[C:4](=[O:18])[CH2:3]2)=[CH:23][CH:22]=1, predict the reactants needed to synthesize it. (9) Given the product [C:11]1([C:29]2[CH:30]=[CH:31][CH:32]=[CH:33][CH:34]=2)[CH:16]=[CH:15][C:14]([O:17][CH2:18][CH2:19][CH2:20][CH2:21][CH2:22][CH:23]([OH:42])[C:24]([O:26][CH2:27][CH3:28])=[O:25])=[CH:13][CH:12]=1, predict the reactants needed to synthesize it. The reactants are: C[Si]([N-][Si](C)(C)C)(C)C.[K+].[C:11]1([C:29]2[CH:34]=[CH:33][CH:32]=[CH:31][CH:30]=2)[CH:16]=[CH:15][C:14]([O:17][CH2:18][CH2:19][CH2:20][CH2:21][CH2:22][CH2:23][C:24]([O:26][CH2:27][CH3:28])=[O:25])=[CH:13][CH:12]=1.C1(S(N2C(C3C=CC=CC=3)O2)(=O)=[O:42])C=CC=CC=1. (10) Given the product [NH2:14][C:4]1[N:3]=[C:2]([C:15]#[N:17])[C:7]([CH3:8])=[C:6]([C:9]2[O:10][CH:11]=[CH:12][CH:13]=2)[N:5]=1, predict the reactants needed to synthesize it. The reactants are: Cl[C:2]1[C:7]([CH3:8])=[C:6]([C:9]2[O:10][CH:11]=[CH:12][CH:13]=2)[N:5]=[C:4]([NH2:14])[N:3]=1.[C:15](#[N:17])C.